The task is: Predict the product of the given reaction.. This data is from Forward reaction prediction with 1.9M reactions from USPTO patents (1976-2016). (1) Given the reactants Cl[C:2]1[C:3]2[C:10]([C:11]3[CH:16]=[CH:15][CH:14]=[CH:13][CH:12]=3)=[C:9]([C:17]3[CH:22]=[CH:21][CH:20]=[CH:19][CH:18]=3)[O:8][C:4]=2[N:5]=[CH:6][N:7]=1.[NH2:23][CH2:24][C:25]1[CH:31]=[CH:30][C:28]([NH2:29])=[CH:27][CH:26]=1, predict the reaction product. The product is: [NH2:29][C:28]1[CH:30]=[CH:31][C:25]([CH2:24][NH:23][C:2]2[C:3]3[C:10]([C:11]4[CH:16]=[CH:15][CH:14]=[CH:13][CH:12]=4)=[C:9]([C:17]4[CH:22]=[CH:21][CH:20]=[CH:19][CH:18]=4)[O:8][C:4]=3[N:5]=[CH:6][N:7]=2)=[CH:26][CH:27]=1. (2) Given the reactants [Br:1][C:2]1[CH:12]=[CH:11][C:5]([O:6][CH2:7][C:8]([NH2:10])=[O:9])=[C:4]([C:13]#[N:14])[CH:3]=1.[NH:15]1[CH2:20][CH2:19][CH2:18][CH2:17][CH2:16]1.N1CCC1, predict the reaction product. The product is: [N:15]1([CH2:16][C:17]2[NH:10][C:8](=[O:9])[C:7]3[O:6][C:5]4[CH:11]=[CH:12][C:2]([Br:1])=[CH:3][C:4]=4[C:13]=3[N:14]=2)[CH2:18][CH2:19][CH2:20]1. (3) Given the reactants [C:1]([NH:4][C:5]1[CH:13]=[CH:12][CH:11]=[C:10]2[C:6]=1[C:7]([S:19][C:20]1[CH:25]=[CH:24][CH:23]=[C:22](Cl)[CH:21]=1)=[C:8]([CH3:18])[N:9]2[CH2:14][C:15]([OH:17])=[O:16])(=[O:3])[CH3:2].[CH2:27]([S:29](C1C=CC(S)=CC=1)(=[O:31])=[O:30])[CH3:28], predict the reaction product. The product is: [C:1]([NH:4][C:5]1[CH:13]=[CH:12][CH:11]=[C:10]2[C:6]=1[C:7]([S:19][C:20]1[CH:25]=[CH:24][C:23]([S:29]([CH2:27][CH3:28])(=[O:31])=[O:30])=[CH:22][CH:21]=1)=[C:8]([CH3:18])[N:9]2[CH2:14][C:15]([OH:17])=[O:16])(=[O:3])[CH3:2]. (4) Given the reactants Cl[C:2]1[C:11]([C:12]([OH:14])=[O:13])=[CH:10][C:9]2[C:4](=[CH:5][CH:6]=[C:7]([Cl:15])[CH:8]=2)[N:3]=1.[Cl:16][C:17]1[CH:28]=[CH:27][C:20]([CH2:21][C@@H:22]([C:24]([OH:26])=[O:25])[NH2:23])=[CH:19][CH:18]=1, predict the reaction product. The product is: [C:24]([C@@H:22]([NH:23][C:2]1[C:11]([C:12]([OH:14])=[O:13])=[CH:10][C:9]2[C:4](=[CH:5][CH:6]=[C:7]([Cl:15])[CH:8]=2)[N:3]=1)[CH2:21][C:20]1[CH:27]=[CH:28][C:17]([Cl:16])=[CH:18][CH:19]=1)([OH:26])=[O:25]. (5) Given the reactants [F:1][C:2]1[CH:7]=[CH:6][C:5]([O:8][CH3:9])=[CH:4][C:3]=1I.[F:11][C:12]1[CH:13]=[C:14](B(O)O)[CH:15]=[CH:16][CH:17]=1.C(=O)([O-])[O-].[Na+].[Na+], predict the reaction product. The product is: [F:1][C:2]1[CH:7]=[CH:6][C:5]([O:8][CH3:9])=[CH:4][C:3]=1[C:16]1[CH:15]=[CH:14][CH:13]=[C:12]([F:11])[CH:17]=1. (6) Given the reactants N[C@@H](C(N)=O)CC(C)C.[C:10]([O:14][C:15]([N:17]1[C:25]2[C:20](=[CH:21][C:22]([CH:26]=[O:27])=[CH:23][CH:24]=2)[CH:19]=[CH:18]1)=[O:16])([CH3:13])([CH3:12])[CH3:11].ClCCCl.C(O[BH-](OC(=O)C)OC(=O)C)(=O)C.[Na+], predict the reaction product. The product is: [C:10]([O:14][C:15]([N:17]1[C:25]2[C:20](=[CH:21][C:22]([CH2:26][OH:27])=[CH:23][CH:24]=2)[CH:19]=[CH:18]1)=[O:16])([CH3:13])([CH3:11])[CH3:12]. (7) Given the reactants [Cl:1][C:2]1[CH:7]=[CH:6][C:5]([C:8]2[C:12]([CH2:13][O:14][C:15]3[CH:23]=[CH:22][C:18]([C:19]([OH:21])=O)=[CH:17][N:16]=3)=[C:11]([CH2:24][OH:25])[O:10][N:9]=2)=[CH:4][CH:3]=1.[CH:26]1([NH2:29])[CH2:28][CH2:27]1.O.ON1C2C=CC=CC=2N=N1.C(N(C(C)C)C(C)C)C.Cl.CN(C)CCCN=C=NCC, predict the reaction product. The product is: [Cl:1][C:2]1[CH:3]=[CH:4][C:5]([C:8]2[C:12]([CH2:13][O:14][C:15]3[CH:23]=[CH:22][C:18]([C:19]([NH:29][CH:26]4[CH2:28][CH2:27]4)=[O:21])=[CH:17][N:16]=3)=[C:11]([CH2:24][OH:25])[O:10][N:9]=2)=[CH:6][CH:7]=1. (8) Given the reactants [OH:1][C:2]1[C:11]2[C:10](=[O:12])[N:9]([CH3:13])[CH:8]=[N:7][C:6]=2[N:5]([CH3:14])[C:4](=[O:15])[CH:3]=1.[C:16]1([CH3:26])[CH:21]=[CH:20][C:19]([S:22](Cl)(=[O:24])=[O:23])=[CH:18][CH:17]=1.C(N(CC)CC)C, predict the reaction product. The product is: [CH3:26][C:16]1[CH:21]=[CH:20][C:19]([S:22]([O:1][C:2]2[C:11]3[C:10](=[O:12])[N:9]([CH3:13])[CH:8]=[N:7][C:6]=3[N:5]([CH3:14])[C:4](=[O:15])[CH:3]=2)(=[O:24])=[O:23])=[CH:18][CH:17]=1. (9) Given the reactants [NH2:1][C:2]1[N:6]([CH3:7])[N:5]=[C:4]([CH3:8])[CH:3]=1.C(N(CC)C(C)C)(C)C.[C:18]([C:26](Cl)=[O:27])(=[O:25])[C:19]1[CH:24]=[CH:23][CH:22]=[CH:21][CH:20]=1, predict the reaction product. The product is: [CH3:7][N:6]1[C:2]([NH:1][C:26](=[O:27])[C:18](=[O:25])[C:19]2[CH:24]=[CH:23][CH:22]=[CH:21][CH:20]=2)=[CH:3][C:4]([CH3:8])=[N:5]1. (10) Given the reactants [CH3:1][O:2][C:3](=[O:28])[CH2:4][C:5]1[C:13]2[C:8](=[N:9][CH:10]=[CH:11][CH:12]=2)[N:7]([CH2:14][CH:15](I)[C:16]2[CH:21]=[CH:20][C:19]([S:22]([CH3:25])(=[O:24])=[O:23])=[CH:18][CH:17]=2)[C:6]=1[CH3:27].[BH4-].[Na+].CS(C)=[O:33], predict the reaction product. The product is: [CH3:1][O:2][C:3](=[O:28])[CH2:4][C:5]1[C:13]2[C:8](=[N:9][CH:10]=[CH:11][CH:12]=2)[N:7]([CH2:14][C:15]([C:16]2[CH:21]=[CH:20][C:19]([S:22]([CH3:25])(=[O:24])=[O:23])=[CH:18][CH:17]=2)=[O:33])[C:6]=1[CH3:27].